Predict the reactants needed to synthesize the given product. From a dataset of Full USPTO retrosynthesis dataset with 1.9M reactions from patents (1976-2016). (1) The reactants are: C[N:2](C)[CH:3]=[CH:4][C:5]([C:7]1[C:12](=[O:13])[CH:11]=[CH:10][N:9]([C:14]2[CH:19]=[CH:18][CH:17]=[C:16]([C:20]([F:23])([F:22])[F:21])[CH:15]=2)[N:8]=1)=O.Cl.[CH3:26][C:27]1[CH:28]=[C:29]([NH:33]N)[CH:30]=[CH:31][CH:32]=1.CCN(CC)CC. Given the product [CH3:26][C:27]1[CH:28]=[C:29]([N:33]2[C:5]([C:7]3[C:12](=[O:13])[CH:11]=[CH:10][N:9]([C:14]4[CH:19]=[CH:18][CH:17]=[C:16]([C:20]([F:23])([F:22])[F:21])[CH:15]=4)[N:8]=3)=[CH:4][CH:3]=[N:2]2)[CH:30]=[CH:31][CH:32]=1, predict the reactants needed to synthesize it. (2) Given the product [N:24]1([C:11]2[CH:16]=[C:15]([CH2:17][OH:18])[CH:14]=[CH:13][N:12]=2)[CH:28]=[N:27][CH:26]=[N:25]1, predict the reactants needed to synthesize it. The reactants are: BrC1C=CC=C(CO)N=1.Br[C:11]1[CH:16]=[C:15]([CH2:17][OH:18])[CH:14]=[CH:13][N:12]=1.N1NN=CC=1.[N:24]1[N:25]=[CH:26][NH:27][CH:28]=1. (3) Given the product [C:11]([C:10]1[C:5]2[N:4]([CH:15]3[CH2:19][CH2:18][CH2:17][CH2:16]3)[CH:3]=[C:2]([C:28]3[CH:29]=[C:30]([C:33]([NH2:35])=[O:34])[S:31][CH:32]=3)[C:6]=2[C:7]([O:13][CH3:14])=[N:8][CH:9]=1)#[N:12], predict the reactants needed to synthesize it. The reactants are: Br[C:2]1[C:6]2[CH:7]([O:13][CH3:14])[NH:8][CH:9]=[C:10]([C:11]#[N:12])[C:5]=2[N:4]([CH:15]2[CH2:19][CH2:18][CH2:17][CH2:16]2)[CH:3]=1.CC1(C)C(C)(C)OB([C:28]2[CH:29]=[C:30]([C:33]([NH2:35])=[O:34])[S:31][CH:32]=2)O1.C(=O)([O-])[O-].[Na+].[Na+].COCCOC. (4) The reactants are: [C:1](Cl)(=O)[CH2:2][CH2:3][CH2:4][CH2:5][CH2:6][CH2:7][CH2:8]CCCC.[Cl-].[CH2:16]([C:19]1[C:28]2[C:23](=[CH:24][C:25]([O:31][CH3:32])=[C:26]([O:29][CH3:30])[CH:27]=2)[CH:22]=[CH:21][N+:20]=1CC1C(F)=CC=CC=1Cl)[CH2:17][CH3:18]. Given the product [CH2:16]([C:19]1[C:28]2[C:23](=[CH:24][C:25]([O:31][CH3:32])=[C:26]([O:29][CH3:30])[CH:27]=2)[CH:22]=[CH:21][N:20]=1)[CH2:17][CH2:18][CH2:1][CH2:2][CH2:3][CH2:4][CH2:5][CH2:6][CH2:7][CH3:8], predict the reactants needed to synthesize it. (5) Given the product [N:35]1([C:14]([C:13]2[CH:17]=[CH:18][C:10]([O:9][C:8]3[CH:20]=[C:21]([C:23]4[NH:24][C:25]([C:28]5[S:29][CH:30]=[CH:31][N:32]=5)=[CH:26][CH:27]=4)[CH:22]=[C:6]([O:5][C@@H:4]([CH3:33])[CH2:3][O:2][CH3:1])[CH:7]=3)=[C:11]([CH3:19])[CH:12]=2)=[O:16])[CH2:38][CH2:37][CH2:36]1, predict the reactants needed to synthesize it. The reactants are: [CH3:1][O:2][CH2:3][C@H:4]([CH3:33])[O:5][C:6]1[CH:7]=[C:8]([CH:20]=[C:21]([C:23]2[NH:24][C:25]([C:28]3[S:29][CH:30]=[CH:31][N:32]=3)=[CH:26][CH:27]=2)[CH:22]=1)[O:9][C:10]1[CH:18]=[CH:17][C:13]([C:14]([OH:16])=O)=[CH:12][C:11]=1[CH3:19].Cl.[NH:35]1[CH2:38][CH2:37][CH2:36]1.CN(C(ON1N=NC2C=CC=NC1=2)=[N+](C)C)C.F[P-](F)(F)(F)(F)F.C(N(CC)C(C)C)(C)C.